Dataset: Experimentally validated miRNA-target interactions with 360,000+ pairs, plus equal number of negative samples. Task: Binary Classification. Given a miRNA mature sequence and a target amino acid sequence, predict their likelihood of interaction. The miRNA is mmu-miR-344b-3p with sequence CAUUUAGCCAAAGCCUGACUGU. The protein sequence of the target gene is MATTVTCTRFTDEYQLYEDIGKGAFSVVRRCVKLCTGHEYAAKIINTKKLSARDHQKLEREARICRLLKHSNIVRLHDSISEEGFHYLVFDLVTGGELFEDIVAREYYSEADASHCIQQILEAVLHCHQMGVVHRDLKPENLLLASKCKGAAVKLADFGLAIEVQGDQQAWFGFAGTPGYLSPEVLRKEAYGKPVDIWACGVILYILLVGYPPFWDEDQHKLYQQIKAGAYDFPSPEWDTVTPEAKNLINQMLTINPAKRITAHEALKHPWVCQRSTVASMMHRQETVECLKKFNARRKL.... Result: 0 (no interaction).